Dataset: Forward reaction prediction with 1.9M reactions from USPTO patents (1976-2016). Task: Predict the product of the given reaction. Given the reactants [CH2:1]([N:5]1[C:9](=[O:10])[C:8](Cl)=[C:7]([C:12]2[CH:17]=[CH:16][CH:15]=[CH:14][CH:13]=2)[S:6]1(=[O:19])=[O:18])[CH2:2][CH2:3][CH3:4].[NH2:20][C:21]1[CH:22]=[C:23]2[C:28](=[CH:29][CH:30]=1)[CH2:27][N:26]([C:31]([O:33][C:34]([CH3:37])([CH3:36])[CH3:35])=[O:32])[CH2:25][CH2:24]2, predict the reaction product. The product is: [CH2:1]([N:5]1[C:9](=[O:10])[C:8]([NH:20][C:21]2[CH:22]=[C:23]3[C:28](=[CH:29][CH:30]=2)[CH2:27][N:26]([C:31]([O:33][C:34]([CH3:37])([CH3:36])[CH3:35])=[O:32])[CH2:25][CH2:24]3)=[C:7]([C:12]2[CH:17]=[CH:16][CH:15]=[CH:14][CH:13]=2)[S:6]1(=[O:19])=[O:18])[CH2:2][CH2:3][CH3:4].